Task: Predict the reaction yield, written as a fraction of the theoretical maximum amount of product (1.0 means a 100% yield; for example, 0.34 means a 34% yield).. Dataset: Reaction yield outcomes from USPTO patents with 853,638 reactions (1) The reactants are C1(P(C2C=CC=CC=2)C2C=CC=CC=2)C=CC=CC=1.BrN1C(=O)CCC1=O.[Cl:28][C:29]1[CH:30]=[C:31]([C@@H:39]([CH2:43][CH:44]2[CH2:48][CH2:47][CH2:46][CH2:45]2)[C:40]([OH:42])=O)[CH:32]=[CH:33][C:34]=1[S:35]([CH3:38])(=[O:37])=[O:36].[NH2:49][C:50]1[NH:51][C:52]2[CH:58]=[CH:57][CH:56]=[CH:55][C:53]=2[N:54]=1.N1C=CC=CC=1. The catalyst is C(Cl)Cl.O. The product is [NH:51]1[C:52]2[CH:58]=[CH:57][CH:56]=[CH:55][C:53]=2[N:54]=[C:50]1[NH:49][C:40](=[O:42])[C@@H:39]([C:31]1[CH:32]=[CH:33][C:34]([S:35]([CH3:38])(=[O:36])=[O:37])=[C:29]([Cl:28])[CH:30]=1)[CH2:43][CH:44]1[CH2:48][CH2:47][CH2:46][CH2:45]1. The yield is 0.560. (2) The reactants are [CH:1]([N:4]1[C:9]2=[N:10][C:11]([C:14]3[C:15]([CH3:31])=[N:16][C:17]([C:20]4[N:24](C5CCCCO5)[CH:23]=[N:22][N:21]=4)=[CH:18][CH:19]=3)=[CH:12][N:13]=[C:8]2[NH:7][CH2:6][C:5]1=[O:32])([CH3:3])[CH3:2].BrC1C(C)=NC(C2N=CN(C3CCCCO3)N=2)=CC=1.C(N1C2=NC([Sn](C)(C)C)=CN=C2NCC1=O)(C)C.C1(C)C=CC=CC=1P(C1C=CC=CC=1C)C1C=CC=CC=1C.C(N(CC)CC)C. The catalyst is C1C=CC(/C=C/C(/C=C/C2C=CC=CC=2)=O)=CC=1.C1C=CC(/C=C/C(/C=C/C2C=CC=CC=2)=O)=CC=1.C1C=CC(/C=C/C(/C=C/C2C=CC=CC=2)=O)=CC=1.[Pd].[Pd].CN(C)C=O. The product is [CH:1]([N:4]1[C:9]2=[N:10][C:11]([C:14]3[C:15]([CH3:31])=[N:16][C:17]([C:20]4[NH:24][CH:23]=[N:22][N:21]=4)=[CH:18][CH:19]=3)=[CH:12][N:13]=[C:8]2[NH:7][CH2:6][C:5]1=[O:32])([CH3:3])[CH3:2]. The yield is 0.667. (3) The reactants are [C:1]12([C:11]3[CH:27]=[CH:26][C:14]([O:15][CH2:16][C:17]([N:19]4[CH2:24][CH2:23][N:22]([CH3:25])[CH2:21][CH2:20]4)=[O:18])=[CH:13][CH:12]=3)[CH2:10][CH:5]3[CH2:6][CH:7]([CH2:9][CH:3]([CH2:4]3)[CH2:2]1)[CH2:8]2.[C:28]1([CH3:38])[CH:33]=[CH:32][C:31]([S:34]([OH:37])(=[O:36])=[O:35])=[CH:30][CH:29]=1. No catalyst specified. The product is [CH3:38][C:28]1[CH:29]=[CH:30][C:31]([S:34]([O-:37])(=[O:36])=[O:35])=[CH:32][CH:33]=1.[C:1]12([C:11]3[CH:27]=[CH:26][C:14]([O:15][CH2:16][C:17]([N:19]4[CH2:24][CH2:23][NH+:22]([CH3:25])[CH2:21][CH2:20]4)=[O:18])=[CH:13][CH:12]=3)[CH2:10][CH:5]3[CH2:6][CH:7]([CH2:9][CH:3]([CH2:4]3)[CH2:2]1)[CH2:8]2. The yield is 0.820.